Task: Predict the reaction yield, written as a fraction of the theoretical maximum amount of product (1.0 means a 100% yield; for example, 0.34 means a 34% yield).. Dataset: Reaction yield outcomes from USPTO patents with 853,638 reactions The reactants are C[O:2][C:3](=[O:29])[C:4]1[CH:9]=[CH:8][C:7]([CH2:10][N:11]2[C:15]([S:16][CH2:17][CH2:18][CH3:19])=[C:14]([C:20](=[O:28])[NH:21][CH:22]3[CH2:27][CH2:26][CH2:25][CH2:24][CH2:23]3)[CH:13]=[N:12]2)=[CH:6][CH:5]=1.[Li+].[OH-].O. The catalyst is CO. The product is [CH:22]1([NH:21][C:20]([C:14]2[CH:13]=[N:12][N:11]([CH2:10][C:7]3[CH:8]=[CH:9][C:4]([C:3]([OH:29])=[O:2])=[CH:5][CH:6]=3)[C:15]=2[S:16][CH2:17][CH2:18][CH3:19])=[O:28])[CH2:27][CH2:26][CH2:25][CH2:24][CH2:23]1. The yield is 0.910.